Dataset: Full USPTO retrosynthesis dataset with 1.9M reactions from patents (1976-2016). Task: Predict the reactants needed to synthesize the given product. (1) Given the product [Cl:1][C:2]1[N:7]=[C:6]([NH:10][C:11]2[CH:21]=[CH:20][CH:19]=[CH:18][C:12]=2[C:13]([N:15]([CH3:17])[CH3:16])=[O:14])[C:5]([Cl:9])=[CH:4][N:3]=1, predict the reactants needed to synthesize it. The reactants are: [Cl:1][C:2]1[N:7]=[C:6](Cl)[C:5]([Cl:9])=[CH:4][N:3]=1.[NH2:10][C:11]1[CH:21]=[CH:20][CH:19]=[CH:18][C:12]=1[C:13]([N:15]([CH3:17])[CH3:16])=[O:14].C(N(C(C)C)CC)(C)C. (2) Given the product [OH:26][CH2:25][C:22]1[CH:21]=[C:20]([C:18]([NH:17][CH2:16][CH:13]2[CH2:14][CH2:15][N:10]([C:8]([O:7][CH2:6][C:5]3[CH:28]=[CH:29][C:2]([CH3:1])=[CH:3][CH:4]=3)=[O:9])[CH2:11][CH2:12]2)=[O:19])[NH:24][N:23]=1, predict the reactants needed to synthesize it. The reactants are: [CH3:1][C:2]1[CH:29]=[CH:28][C:5]([CH2:6][O:7][C:8]([N:10]2[CH2:15][CH2:14][CH:13]([CH2:16][NH:17][C:18]([C:20]3[NH:24][N:23]=[C:22]([C:25](O)=[O:26])[CH:21]=3)=[O:19])[CH2:12][CH2:11]2)=[O:9])=[CH:4][CH:3]=1. (3) The reactants are: [F:1][C:2]1[CH:10]=[C:9]2[C:5]([C:6]([C:11]3[CH:12]=[CH:13][C:14]([NH2:17])=[N:15][CH:16]=3)=[CH:7][NH:8]2)=[CH:4][CH:3]=1.C[Al](C)C.[CH3:22][S:23]([N:26]1[CH2:30][CH2:29][CH2:28][C:27]1=[O:31])(=[O:25])=[O:24]. Given the product [F:1][C:2]1[CH:10]=[C:9]2[C:5]([C:6]([C:11]3[CH:12]=[CH:13][C:14]([NH:17][C:27](=[O:31])[CH2:28][CH2:29][CH2:30][NH:26][S:23]([CH3:22])(=[O:25])=[O:24])=[N:15][CH:16]=3)=[CH:7][NH:8]2)=[CH:4][CH:3]=1, predict the reactants needed to synthesize it. (4) Given the product [C:1]([O:5][C:6](=[O:22])[NH:7][C:8]1[CH:13]=[CH:12][C:11]([CH2:14][CH:26]([C:25]2[C:28]([O:32][CH3:33])=[CH:29][CH:30]=[CH:31][C:24]=2[Cl:23])[OH:27])=[C:10]([N+:19]([O-:21])=[O:20])[CH:9]=1)([CH3:4])([CH3:3])[CH3:2], predict the reactants needed to synthesize it. The reactants are: [C:1]([O:5][C:6](=[O:22])[NH:7][C:8]1[CH:13]=[CH:12][C:11]([CH2:14][Si](C)(C)C)=[C:10]([N+:19]([O-:21])=[O:20])[CH:9]=1)([CH3:4])([CH3:3])[CH3:2].[Cl:23][C:24]1[CH:31]=[CH:30][CH:29]=[C:28]([O:32][CH3:33])[C:25]=1[CH:26]=[O:27].[F-].C([N+](CCCC)(CCCC)CCCC)CCC.O. (5) Given the product [Br:1][C:2]1[CH:7]=[CH:6][C:5]([C:8]([CH3:11])([CH3:10])[CH3:9])=[CH:4][C:3]=1[N+:12]([O-:14])=[O:13], predict the reactants needed to synthesize it. The reactants are: [Br:1][C:2]1[CH:7]=[CH:6][C:5]([C:8]([CH3:11])([CH3:10])[CH3:9])=[CH:4][CH:3]=1.[N+:12]([O-])([OH:14])=[O:13].S(=O)(=O)(O)O. (6) Given the product [NH2:8][C:3]1[CH:4]=[N:5][N:6]([CH3:7])[C:2]=1[N:18]1[CH2:17][CH2:16][N:15]([C:19]([O:21][C:22]([CH3:24])([CH3:23])[CH3:25])=[O:20])[CH2:14][C@H:13]1[CH2:11][CH3:12], predict the reactants needed to synthesize it. The reactants are: Cl[C:2]1[N:6]([CH3:7])[N:5]=[CH:4][C:3]=1[N+:8]([O-])=O.[CH2:11]([C@H:13]1[NH:18][CH2:17][CH2:16][N:15]([C:19]([O:21][C:22]([CH3:25])([CH3:24])[CH3:23])=[O:20])[CH2:14]1)[CH3:12].